This data is from Forward reaction prediction with 1.9M reactions from USPTO patents (1976-2016). The task is: Predict the product of the given reaction. (1) Given the reactants Cl.ClC1C=CC=CC=1C(OC1CNC1)C1C=CC=CC=1Cl.[N-]=C=O.[Cl:25][C:26]1[CH:51]=[CH:50][CH:49]=[CH:48][C:27]=1[CH:28]([O:36][CH:37]1[CH2:40][N:39]([C:41]([NH:43][C:44](C)([CH3:46])[CH3:45])=[O:42])[CH2:38]1)[C:29]1[CH:34]=[CH:33][CH:32]=[CH:31][C:30]=1[Cl:35], predict the reaction product. The product is: [Cl:35][C:30]1[CH:31]=[CH:32][CH:33]=[CH:34][C:29]=1[CH:28]([O:36][CH:37]1[CH2:40][N:39]([C:41]([NH:43][CH:44]([CH3:46])[CH3:45])=[O:42])[CH2:38]1)[C:27]1[CH:48]=[CH:49][CH:50]=[CH:51][C:26]=1[Cl:25]. (2) Given the reactants C(C=C(F)F)(F)(F)[F:2].[C:9]([CH2:13][C:14](F)([F:16])[F:15])([F:12])([F:11])[F:10], predict the reaction product. The product is: [FH:2].[C:9]([CH:13]=[C:14]([F:16])[F:15])([F:12])([F:11])[F:10].